Dataset: NCI-60 drug combinations with 297,098 pairs across 59 cell lines. Task: Regression. Given two drug SMILES strings and cell line genomic features, predict the synergy score measuring deviation from expected non-interaction effect. (1) Drug 1: C1CCN(CC1)CCOC2=CC=C(C=C2)C(=O)C3=C(SC4=C3C=CC(=C4)O)C5=CC=C(C=C5)O. Drug 2: CC(CN1CC(=O)NC(=O)C1)N2CC(=O)NC(=O)C2. Cell line: NCI-H522. Synergy scores: CSS=16.2, Synergy_ZIP=-4.96, Synergy_Bliss=-3.54, Synergy_Loewe=-2.51, Synergy_HSA=-2.57. (2) Drug 1: CCC1=CC2CC(C3=C(CN(C2)C1)C4=CC=CC=C4N3)(C5=C(C=C6C(=C5)C78CCN9C7C(C=CC9)(C(C(C8N6C)(C(=O)OC)O)OC(=O)C)CC)OC)C(=O)OC.C(C(C(=O)O)O)(C(=O)O)O. Drug 2: CN(C)C1=NC(=NC(=N1)N(C)C)N(C)C. Cell line: EKVX. Synergy scores: CSS=10.7, Synergy_ZIP=0.717, Synergy_Bliss=0.805, Synergy_Loewe=-43.8, Synergy_HSA=-0.738. (3) Drug 1: CC1=C(N=C(N=C1N)C(CC(=O)N)NCC(C(=O)N)N)C(=O)NC(C(C2=CN=CN2)OC3C(C(C(C(O3)CO)O)O)OC4C(C(C(C(O4)CO)O)OC(=O)N)O)C(=O)NC(C)C(C(C)C(=O)NC(C(C)O)C(=O)NCCC5=NC(=CS5)C6=NC(=CS6)C(=O)NCCC[S+](C)C)O. Drug 2: CC1C(C(CC(O1)OC2CC(CC3=C2C(=C4C(=C3O)C(=O)C5=CC=CC=C5C4=O)O)(C(=O)C)O)N)O. Cell line: SN12C. Synergy scores: CSS=38.8, Synergy_ZIP=-5.29, Synergy_Bliss=-7.24, Synergy_Loewe=-5.03, Synergy_HSA=-2.84. (4) Drug 1: CN(C(=O)NC(C=O)C(C(C(CO)O)O)O)N=O. Drug 2: C1C(C(OC1N2C=NC(=NC2=O)N)CO)O. Cell line: HCC-2998. Synergy scores: CSS=21.4, Synergy_ZIP=-6.39, Synergy_Bliss=-8.82, Synergy_Loewe=-7.91, Synergy_HSA=-2.77. (5) Drug 2: C1CCC(C(C1)N)N.C(=O)(C(=O)[O-])[O-].[Pt+4]. Cell line: OVCAR-4. Synergy scores: CSS=7.20, Synergy_ZIP=-2.20, Synergy_Bliss=-1.70, Synergy_Loewe=-0.433, Synergy_HSA=-0.376. Drug 1: CC1C(C(CC(O1)OC2CC(CC3=C2C(=C4C(=C3O)C(=O)C5=C(C4=O)C(=CC=C5)OC)O)(C(=O)CO)O)N)O.Cl. (6) Drug 1: CNC(=O)C1=CC=CC=C1SC2=CC3=C(C=C2)C(=NN3)C=CC4=CC=CC=N4. Drug 2: C1C(C(OC1N2C=NC(=NC2=O)N)CO)O. Cell line: HCT-15. Synergy scores: CSS=16.2, Synergy_ZIP=2.33, Synergy_Bliss=4.23, Synergy_Loewe=2.05, Synergy_HSA=3.72. (7) Drug 1: CCN(CC)CCNC(=O)C1=C(NC(=C1C)C=C2C3=C(C=CC(=C3)F)NC2=O)C. Drug 2: CC1C(C(CC(O1)OC2CC(CC3=C2C(=C4C(=C3O)C(=O)C5=CC=CC=C5C4=O)O)(C(=O)C)O)N)O. Cell line: MDA-MB-435. Synergy scores: CSS=56.2, Synergy_ZIP=-4.41, Synergy_Bliss=0.0797, Synergy_Loewe=-9.75, Synergy_HSA=2.42. (8) Drug 2: C(CN)CNCCSP(=O)(O)O. Synergy scores: CSS=12.9, Synergy_ZIP=-0.823, Synergy_Bliss=3.00, Synergy_Loewe=-6.07, Synergy_HSA=0.287. Cell line: TK-10. Drug 1: C1CN1P(=S)(N2CC2)N3CC3. (9) Drug 1: C1C(C(OC1N2C=NC3=C(N=C(N=C32)Cl)N)CO)O. Synergy scores: CSS=52.3, Synergy_ZIP=2.90, Synergy_Bliss=4.50, Synergy_Loewe=-3.03, Synergy_HSA=4.00. Drug 2: CC=C1C(=O)NC(C(=O)OC2CC(=O)NC(C(=O)NC(CSSCCC=C2)C(=O)N1)C(C)C)C(C)C. Cell line: SN12C.